Task: Predict the product of the given reaction.. Dataset: Forward reaction prediction with 1.9M reactions from USPTO patents (1976-2016) (1) Given the reactants Br[CH2:2][C:3]1[CH:8]=[CH:7][C:6]([CH2:9][CH2:10][NH:11][C:12]([C:14]2[CH:19]=[CH:18][C:17]([C:20]3[CH:25]=[CH:24][C:23]([Cl:26])=[CH:22][CH:21]=3)=[CH:16][CH:15]=2)=[O:13])=[CH:5][CH:4]=1.[CH:27]12[CH2:33][CH:30]([CH:31]=[CH:32]1)[CH2:29][NH:28]2, predict the reaction product. The product is: [CH:27]12[CH2:33][CH:30]([CH:31]=[CH:32]1)[CH2:29][N:28]2[CH2:2][C:3]1[CH:8]=[CH:7][C:6]([CH2:9][CH2:10][NH:11][C:12]([C:14]2[CH:19]=[CH:18][C:17]([C:20]3[CH:25]=[CH:24][C:23]([Cl:26])=[CH:22][CH:21]=3)=[CH:16][CH:15]=2)=[O:13])=[CH:5][CH:4]=1. (2) The product is: [ClH:40].[CH3:1][O:2][CH2:3][C:4]1[N:8]=[C:7]([CH2:9][N:10]2[C:15]3[CH:16]=[C:17]([C:19]4[CH:24]=[CH:23][CH:22]=[CH:21][CH:20]=4)[S:18][C:14]=3[C:13](=[O:25])[N:12]([CH:26]3[CH2:31][CH2:30][NH:29][CH2:28][CH2:27]3)[C:11]2=[O:39])[O:6][N:5]=1. Given the reactants [CH3:1][O:2][CH2:3][C:4]1[N:8]=[C:7]([CH2:9][N:10]2[C:15]3[CH:16]=[C:17]([C:19]4[CH:24]=[CH:23][CH:22]=[CH:21][CH:20]=4)[S:18][C:14]=3[C:13](=[O:25])[N:12]([CH:26]3[CH2:31][CH2:30][N:29](C(OC(C)(C)C)=O)[CH2:28][CH2:27]3)[C:11]2=[O:39])[O:6][N:5]=1.[ClH:40], predict the reaction product.